This data is from Forward reaction prediction with 1.9M reactions from USPTO patents (1976-2016). The task is: Predict the product of the given reaction. (1) Given the reactants [F:1][C:2]1[CH:17]=[CH:16][C:5]2[O:6][C:7]3[CH:15]=[CH:14][CH:13]=[CH:12][C:8]=3[C:9](=O)[NH:10][C:4]=2[CH:3]=1.[CH2:18]([N:20]1[CH2:25][CH2:24][NH:23][CH2:22][CH2:21]1)[CH3:19], predict the reaction product. The product is: [F:1][C:2]1[CH:17]=[CH:16][C:5]2[O:6][C:7]3[CH:15]=[CH:14][CH:13]=[CH:12][C:8]=3[C:9]([N:23]3[CH2:24][CH2:25][N:20]([CH2:18][CH3:19])[CH2:21][CH2:22]3)=[N:10][C:4]=2[CH:3]=1. (2) Given the reactants COC1C=CC(C([C@@:22]2([OH:61])[C@@H:26]([CH2:27][O:28][C:29]([C:46]3[CH:51]=[CH:50][CH:49]=[CH:48][CH:47]=3)(C3C=CC(OC)=CC=3)[C:30]3[CH:35]=[CH:34][C:33]([O:36][CH3:37])=[CH:32][CH:31]=3)[O:25][C@@H:24]([N:52]3[CH:60]=[C:58]([CH3:59])[C:56](=[O:57])[NH:55][C:53]3=[O:54])[CH2:23]2)(C2C=CC=CC=2)C2C=CC(OC)=CC=2)=CC=1, predict the reaction product. The product is: [CH2:47]([CH2:46][C:29]([O:61][C@@H:22]1[C@@H:26]([CH2:27][O:28][C:29]([C:46]2[CH:47]=[CH:48][CH:49]=[CH:50][CH:51]=2)([C:30]2[CH:31]=[CH:32][C:33]([O:36][CH3:37])=[CH:34][CH:35]=2)[C:30]2[CH:31]=[CH:32][C:33]([O:36][CH3:37])=[CH:34][CH:35]=2)[O:25][C@@H:24]([N:52]2[CH:60]=[C:58]([CH3:59])[C:56](=[O:57])[NH:55][C:53]2=[O:54])[CH2:23]1)=[O:28])[CH2:48][CH2:49][CH3:50]. (3) Given the reactants [Cl:1][C:2]1[C:11]2[O:10][CH2:9][CH2:8][O:7][C:6]=2[C:5]([C@H:12]2[C@H:17]([O:18]CC3C=CC=CC=3)[C@@H:16]([O:26]CC3C=CC=CC=3)[C@H:15]([O:34]CC3C=CC=CC=3)[C@@H:14]([CH2:42][O:43]CC3C=CC=CC=3)[O:13]2)=[CH:4][C:3]=1[CH2:51][C:52]1[CH:57]=[CH:56][C:55]([O:58][CH2:59][CH3:60])=[CH:54][CH:53]=1, predict the reaction product. The product is: [Cl:1][C:2]1[C:11]2[O:10][CH2:9][CH2:8][O:7][C:6]=2[C:5]([C@H:12]2[C@H:17]([OH:18])[C@@H:16]([OH:26])[C@H:15]([OH:34])[C@@H:14]([CH2:42][OH:43])[O:13]2)=[CH:4][C:3]=1[CH2:51][C:52]1[CH:57]=[CH:56][C:55]([O:58][CH2:59][CH3:60])=[CH:54][CH:53]=1. (4) Given the reactants CC1(C)[O:6][CH:5]([CH2:7][NH:8]/[C:9](/[NH:20][C:21]2[NH:25][N:24]=[C:23]([C:26]([F:29])([F:28])[F:27])[CH:22]=2)=[N:10]/[C:11](=[O:19])[C:12]2[CH:17]=[CH:16][C:15]([F:18])=[CH:14][CH:13]=2)[CH2:4][O:3]1.C1(C)C=CC(S(O)(=O)=O)=CC=1.C(N(CC)CC)C, predict the reaction product. The product is: [OH:6][CH:5]([CH2:4][OH:3])[CH2:7][NH:8]/[C:9](/[NH:20][C:21]1[NH:25][N:24]=[C:23]([C:26]([F:27])([F:29])[F:28])[CH:22]=1)=[N:10]/[C:11](=[O:19])[C:12]1[CH:13]=[CH:14][C:15]([F:18])=[CH:16][CH:17]=1. (5) Given the reactants [Br:1][C:2]1[C:3]([C:18]([F:21])([F:20])[F:19])=[CH:4][C:5]2[NH:9][C:8](=[O:10])[N:7]([CH:11]3[CH2:16][CH2:15][NH:14][CH2:13][CH2:12]3)[C:6]=2[CH:17]=1.[CH3:22][C:23]([CH3:27])(O)[C:24]#[N:25].S([O-])([O-])(=O)=O.[Mg+2].Cl[CH2:35]Cl.CN(C)[C:39](=[O:41])C, predict the reaction product. The product is: [Br:1][C:2]1[C:3]([C:18]([F:21])([F:20])[F:19])=[CH:4][C:5]2[NH:9][C:8](=[O:10])[N:7]([CH:11]3[CH2:12][CH2:13][N:14]([C:23]4([C:24]#[N:25])[CH2:27][CH2:39][O:41][CH2:35][CH2:22]4)[CH2:15][CH2:16]3)[C:6]=2[CH:17]=1. (6) Given the reactants [CH3:1][N:2]1[CH:6]=[CH:5][N:4]=[CH:3]1.[Li]CCCC.CCCCCC.[O:18]=[C:19]1[CH2:24][CH2:23][N:22]([C:25]([O:27][C:28]([CH3:31])([CH3:30])[CH3:29])=[O:26])[CH2:21][CH2:20]1, predict the reaction product. The product is: [OH:18][C:19]1([C:3]2[N:2]([CH3:1])[CH:6]=[CH:5][N:4]=2)[CH2:20][CH2:21][N:22]([C:25]([O:27][C:28]([CH3:31])([CH3:30])[CH3:29])=[O:26])[CH2:23][CH2:24]1.